From a dataset of Forward reaction prediction with 1.9M reactions from USPTO patents (1976-2016). Predict the product of the given reaction. (1) Given the reactants [OH:1][CH2:2][CH2:3][N:4]1[CH2:9][CH2:8][O:7][CH2:6][CH2:5]1.[C:10](N1C=CN=C1)(N1C=CN=C1)=[O:11].[F:22][CH2:23][CH2:24][O:25][C@H:26]1[CH2:30][NH:29][CH2:28][C@H:27]1[N:31]1[C:39]2[C:34](=[N:35][C:36]([C:41]3[C:42]([O:50][CH3:51])=[N:43][C:44]([CH:47]([CH3:49])[CH3:48])=[CH:45][CH:46]=3)=[C:37]([CH3:40])[CH:38]=2)[C:33]([CH3:52])=[CH:32]1, predict the reaction product. The product is: [N:4]1([CH2:3][CH2:2][O:1][C:10]([N:29]2[CH2:28][C@@H:27]([N:31]3[C:39]4[C:34](=[N:35][C:36]([C:41]5[C:42]([O:50][CH3:51])=[N:43][C:44]([CH:47]([CH3:49])[CH3:48])=[CH:45][CH:46]=5)=[C:37]([CH3:40])[CH:38]=4)[C:33]([CH3:52])=[CH:32]3)[C@@H:26]([O:25][CH2:24][CH2:23][F:22])[CH2:30]2)=[O:11])[CH2:9][CH2:8][O:7][CH2:6][CH2:5]1. (2) The product is: [F:30][CH:28]([F:29])[O:27][C:24]1[CH:25]=[CH:26][C:21]([C:18]2[CH:19]=[N:20][C:15]([NH:14][C:12]3[CH:11]=[CH:10][C:9]([CH3:31])=[C:8]([CH:13]=3)[CH2:7][CH2:6][N:32]3[CH2:37][CH2:36][CH:35]([C:38]([O:40][CH2:41][CH3:42])=[O:39])[CH2:34][CH2:33]3)=[N:16][CH:17]=2)=[CH:22][CH:23]=1. Given the reactants CS(O[CH2:6][CH2:7][C:8]1[CH:13]=[C:12]([NH:14][C:15]2[N:20]=[CH:19][C:18]([C:21]3[CH:26]=[CH:25][C:24]([O:27][CH:28]([F:30])[F:29])=[CH:23][CH:22]=3)=[CH:17][N:16]=2)[CH:11]=[CH:10][C:9]=1[CH3:31])(=O)=O.[NH:32]1[CH2:37][CH2:36][CH:35]([C:38]([O:40][CH2:41][CH3:42])=[O:39])[CH2:34][CH2:33]1, predict the reaction product. (3) Given the reactants [F:1][C:2]1[C:7]([F:8])=[CH:6][CH:5]=[CH:4][C:3]=1[CH:9]1[C:13]([CH3:14])=[C:12]([OH:15])[C:11](=[O:16])[N:10]1[C:17]1[CH:32]=[CH:31][C:20]2[N:21](C(OC(C)(C)C)=O)[CH:22]=[N:23][C:19]=2[CH:18]=1.[F:33][CH:34]([F:40])[C:35]([F:39])([F:38])[CH2:36]I, predict the reaction product. The product is: [F:38][C:35]([F:39])([CH:34]([F:40])[F:33])[CH2:36][O:15][C:12]1[C:11](=[O:16])[N:10]([C:17]2[CH:32]=[CH:31][C:20]3[NH:21][CH:22]=[N:23][C:19]=3[CH:18]=2)[CH:9]([C:3]2[CH:4]=[CH:5][CH:6]=[C:7]([F:8])[C:2]=2[F:1])[C:13]=1[CH3:14]. (4) Given the reactants [F:1][C:2]1[CH:7]=[CH:6][C:5]([N:8]2[C:12]([CH:13]=[O:14])=[C:11]([CH:15]([CH3:17])[CH3:16])[C:10]([C:18]([OH:20])=O)=[N:9]2)=[CH:4][CH:3]=1.CCN=C=NCCCN(C)C.C1C=CC2N(O)N=NC=2C=1.O.[CH3:43][NH:44][CH2:45][C:46]1[CH:51]=[CH:50][CH:49]=[CH:48][C:47]=1[CH3:52], predict the reaction product. The product is: [CH3:43][N:44]([CH2:45][C:46]1[CH:51]=[CH:50][CH:49]=[CH:48][C:47]=1[CH3:52])[C:18]([C:10]1[C:11]([CH:15]([CH3:16])[CH3:17])=[C:12]([CH:13]=[O:14])[N:8]([C:5]2[CH:4]=[CH:3][C:2]([F:1])=[CH:7][CH:6]=2)[N:9]=1)=[O:20]. (5) Given the reactants [CH2:1]1[O:9][C:8]2[CH:7]=[CH:6][C:5]([CH2:10][CH2:11][C:12]([OH:14])=O)=[CH:4][C:3]=2[O:2]1.CN1CCOCC1.C(OC(Cl)=O)C(C)C.[NH2:30][C:31]1[CH:40]=[CH:39][C:34]([C:35]([O:37][CH3:38])=[O:36])=[CH:33][CH:32]=1, predict the reaction product. The product is: [O:9]1[C:8]2[CH:7]=[CH:6][C:5]([CH2:10][CH2:11][C:12]([NH:30][C:31]3[CH:32]=[CH:33][C:34]([C:35]([O:37][CH3:38])=[O:36])=[CH:39][CH:40]=3)=[O:14])=[CH:4][C:3]=2[O:2][CH2:1]1. (6) Given the reactants [C:1]([NH:6][CH2:7][C:8]([NH2:10])=O)(=[S:5])[CH2:2][CH2:3][CH3:4].P(Br)(Br)Br, predict the reaction product. The product is: [CH2:2]([C:1]1[S:5][C:8]([NH2:10])=[CH:7][N:6]=1)[CH2:3][CH3:4]. (7) Given the reactants Br[C:2]1[CH:7]=[CH:6][C:5]([O:8][CH3:9])=[C:4]([O:10][CH2:11][CH3:12])[CH:3]=1.C([Li])CCC.[CH3:18][O:19][C:20]1[CH:21]=[C:22]([CH:25]=[CH:26][CH:27]=1)[CH:23]=[O:24].C(O)(C)C, predict the reaction product. The product is: [CH2:11]([O:10][C:4]1[CH:3]=[C:2]([CH:23]([C:22]2[CH:25]=[CH:26][CH:27]=[C:20]([O:19][CH3:18])[CH:21]=2)[OH:24])[CH:7]=[CH:6][C:5]=1[O:8][CH3:9])[CH3:12]. (8) Given the reactants [NH2:1][C:2]1[C:11]2[C:6](=[C:7](Br)[CH:8]=[CH:9][CH:10]=2)[N:5]=[N:4][C:3]=1[C:13]([NH:15][CH2:16][CH2:17][CH3:18])=[O:14].[Cl:19][C:20]1[CH:21]=[C:22](B(O)O)[CH:23]=[C:24]([Cl:26])[CH:25]=1, predict the reaction product. The product is: [NH2:1][C:2]1[C:11]2[C:6](=[C:7]([C:22]3[CH:21]=[C:20]([Cl:19])[CH:25]=[C:24]([Cl:26])[CH:23]=3)[CH:8]=[CH:9][CH:10]=2)[N:5]=[N:4][C:3]=1[C:13]([NH:15][CH2:16][CH2:17][CH3:18])=[O:14].